From a dataset of Reaction yield outcomes from USPTO patents with 853,638 reactions. Predict the reaction yield, written as a fraction of the theoretical maximum amount of product (1.0 means a 100% yield; for example, 0.34 means a 34% yield). (1) The reactants are S(O)(O)(=O)=O.[CH3:6][S:7][C:8](=[NH:10])[NH2:9].C(=O)([O-])[O-].[K+].[K+].Cl[C:18]([O:20][CH2:21][CH2:22][CH:23]=[CH2:24])=[O:19]. The catalyst is C1(C)C=CC=CC=1.O. The product is [CH2:21]([O:20][C:18](=[O:19])[NH:10][C:8](=[NH:9])[S:7][CH3:6])[CH2:22][CH:23]=[CH2:24]. The yield is 0.960. (2) The reactants are [F:1][CH:2]([F:20])[O:3][C:4]1[CH:9]=[CH:8][C:7]([CH:10]([NH2:16])[CH2:11][S:12]([CH3:15])(=[O:14])=[O:13])=[CH:6][C:5]=1[O:17][CH2:18][CH3:19].[C:21]([NH:24][C:25]1[CH:35]=[CH:34][CH:33]=[C:27]2[C:28]([O:30][C:31](=O)[C:26]=12)=[O:29])(=[O:23])[CH3:22].C([O-])(=O)C.[Na+]. The catalyst is C(O)(=O)C. The product is [F:20][CH:2]([F:1])[O:3][C:4]1[CH:9]=[CH:8][C:7]([CH:10]([N:16]2[C:31](=[O:30])[C:26]3[C:27](=[CH:33][CH:34]=[CH:35][C:25]=3[NH:24][C:21](=[O:23])[CH3:22])[C:28]2=[O:29])[CH2:11][S:12]([CH3:15])(=[O:14])=[O:13])=[CH:6][C:5]=1[O:17][CH2:18][CH3:19]. The yield is 0.400. (3) The reactants are Br[C:2]1[CH:7]=[CH:6][C:5]([NH:8][C:9](=[O:15])[O:10][C:11]([CH3:14])([CH3:13])[CH3:12])=[CH:4][CH:3]=1.C[Li].C([Li])CCC.[B:23](OC)([O:26]C)[O:24]C.Cl.[Na+].[Cl-]. The catalyst is O1CCCC1. The product is [C:11]([O:10][C:9]([NH:8][C:5]1[CH:6]=[CH:7][C:2]([B:23]([OH:26])[OH:24])=[CH:3][CH:4]=1)=[O:15])([CH3:14])([CH3:13])[CH3:12]. The yield is 0.550. (4) The reactants are [Br:1][C:2]1[CH:11]=[CH:10][C:9]2[C:4](=[CH:5][C:6](Br)=[CH:7][CH:8]=2)[CH:3]=1.C([Li])CCC.[B:18](OC)([O:21]C)[O:19]C.Cl. The catalyst is CCCCCC.O1CCCC1. The product is [Br:1][C:2]1[CH:3]=[C:4]2[C:9]([CH:8]=[CH:7][C:6]([B:18]([OH:21])[OH:19])=[CH:5]2)=[CH:10][CH:11]=1. The yield is 0.750. (5) The reactants are [OH:1][NH:2][C:3](=[NH:22])[C:4]1[C:14]2[CH2:13][CH2:12][N:11]([C:15]([O:17][C:18]([CH3:21])([CH3:20])[CH3:19])=[O:16])[CH2:10][CH2:9][C:8]=2[CH:7]=[CH:6][CH:5]=1.[H-].[Na+].[C:25]([C:27]1[CH:28]=[C:29]([CH:34]=[CH:35][C:36]=1[O:37][CH:38]([CH3:40])[CH3:39])[C:30](OC)=O)#[N:26]. The catalyst is C1COCC1. The product is [C:25]([C:27]1[CH:28]=[C:29]([C:30]2[O:1][N:2]=[C:3]([C:4]3[C:14]4[CH2:13][CH2:12][N:11]([C:15]([O:17][C:18]([CH3:19])([CH3:21])[CH3:20])=[O:16])[CH2:10][CH2:9][C:8]=4[CH:7]=[CH:6][CH:5]=3)[N:22]=2)[CH:34]=[CH:35][C:36]=1[O:37][CH:38]([CH3:39])[CH3:40])#[N:26]. The yield is 0.860. (6) The reactants are [CH3:1][N:2]1[CH:6]=[C:5]([N+:7]([O-:9])=[O:8])[CH:4]=[N:3]1.C[Si](C)(C)[N-][Si](C)(C)C.[Li+].[Cl:20]C(Cl)(Cl)C(Cl)(Cl)Cl. The catalyst is C1COCC1. The product is [Cl:20][C:6]1[N:2]([CH3:1])[N:3]=[CH:4][C:5]=1[N+:7]([O-:9])=[O:8]. The yield is 0.200.